This data is from NCI-60 drug combinations with 297,098 pairs across 59 cell lines. The task is: Regression. Given two drug SMILES strings and cell line genomic features, predict the synergy score measuring deviation from expected non-interaction effect. (1) Drug 1: CC1C(C(CC(O1)OC2CC(CC3=C2C(=C4C(=C3O)C(=O)C5=C(C4=O)C(=CC=C5)OC)O)(C(=O)C)O)N)O.Cl. Drug 2: C1CCC(CC1)NC(=O)N(CCCl)N=O. Cell line: CCRF-CEM. Synergy scores: CSS=25.7, Synergy_ZIP=2.88, Synergy_Bliss=-0.799, Synergy_Loewe=-16.4, Synergy_HSA=1.43. (2) Drug 1: CC12CCC3C(C1CCC2=O)CC(=C)C4=CC(=O)C=CC34C. Drug 2: CS(=O)(=O)CCNCC1=CC=C(O1)C2=CC3=C(C=C2)N=CN=C3NC4=CC(=C(C=C4)OCC5=CC(=CC=C5)F)Cl. Cell line: SNB-19. Synergy scores: CSS=41.3, Synergy_ZIP=-0.664, Synergy_Bliss=0.245, Synergy_Loewe=0.728, Synergy_HSA=0.592. (3) Drug 1: CC12CCC3C(C1CCC2O)C(CC4=C3C=CC(=C4)O)CCCCCCCCCS(=O)CCCC(C(F)(F)F)(F)F. Drug 2: CCC1=C2CN3C(=CC4=C(C3=O)COC(=O)C4(CC)O)C2=NC5=C1C=C(C=C5)O. Cell line: SW-620. Synergy scores: CSS=36.0, Synergy_ZIP=-6.65, Synergy_Bliss=2.59, Synergy_Loewe=-28.3, Synergy_HSA=1.15.